From a dataset of Retrosynthesis with 50K atom-mapped reactions and 10 reaction types from USPTO. Predict the reactants needed to synthesize the given product. (1) The reactants are: Cn1c2c(c3ccc(Br)cc31)CN(C(=O)OC(C)(C)C)CCC2.O=c1cc(OCc2ccc(Cl)cc2Cl)cc[nH]1. Given the product Cn1c2c(c3ccc(-n4ccc(OCc5ccc(Cl)cc5Cl)cc4=O)cc31)CN(C(=O)OC(C)(C)C)CCC2, predict the reactants needed to synthesize it. (2) Given the product Cc1c(C#N)c(-c2ccc(C#N)cc2)c(C)n1Cc1ccc(Cl)c(CO)c1, predict the reactants needed to synthesize it. The reactants are: COC(=O)c1cc(Cn2c(C)c(C#N)c(-c3ccc(C#N)cc3)c2C)ccc1Cl. (3) Given the product CCCOCCn1c(=O)c(N2CCN(CCO)CC2)nc2cnc(-c3ccc(OC)nc3)cc21, predict the reactants needed to synthesize it. The reactants are: CCCOCCn1c(=O)c(N2CCN(CCO)CC2)nc2cnc(Cl)cc21.COc1ccc(B(O)O)cn1. (4) Given the product CCCCCc1cccc(CN)c1, predict the reactants needed to synthesize it. The reactants are: CCCCCc1cccc(C#N)c1. (5) Given the product C=C(C)Cc1c(OC)ccc(C=O)c1OCOC, predict the reactants needed to synthesize it. The reactants are: C=C(C)Cc1c(OC)cccc1OCOC.CN(C)C=O. (6) Given the product CCOC(=O)C[C@H](Cc1cc(C)c2[nH]ncc2c1COC(C)=O)C(=O)OCC, predict the reactants needed to synthesize it. The reactants are: CCOC(=O)C[C@H](Cc1cc(Br)c2[nH]ncc2c1COC(C)=O)C(=O)OCC.C[Sn](C)(C)C. (7) The reactants are: O=C1C=COC(COCc2ccccc2)C1. Given the product O=C1CCOC(COCc2ccccc2)C1, predict the reactants needed to synthesize it.